This data is from Forward reaction prediction with 1.9M reactions from USPTO patents (1976-2016). The task is: Predict the product of the given reaction. (1) Given the reactants [NH2:1][C:2]1[C:6]([C:7]([O:9][CH2:10][CH3:11])=[O:8])=[CH:5][NH:4][N:3]=1.[C:12]1([CH3:26])[CH:17]=[C:16]([CH3:18])[CH:15]=[C:14]([CH3:19])[C:13]=1[CH:20]=[C:21]([C:24]#[N:25])[C:22]#[N:23].C(O)(C)C, predict the reaction product. The product is: [NH2:25][C:24]1[N:3]2[N:4]=[CH:5][C:6]([C:7]([O:9][CH2:10][CH3:11])=[O:8])=[C:2]2[N:1]=[C:20]([C:13]2[C:12]([CH3:26])=[CH:17][C:16]([CH3:18])=[CH:15][C:14]=2[CH3:19])[C:21]=1[C:22]#[N:23]. (2) Given the reactants [C:1]1([NH:7][CH2:8][CH2:9][NH2:10])[CH:6]=[CH:5][CH:4]=[CH:3][CH:2]=1.[CH3:11][O:12][C:13]1[CH:14]=[C:15]2[C:20](=[CH:21][C:22]=1[O:23][CH3:24])[N:19]=[CH:18][CH:17]=[C:16]2[O:25][C:26]1[CH:31]=[CH:30][C:29]([NH:32][C:33](=O)[O:34]C2C=CC=CC=2)=[CH:28][C:27]=1[F:42].O.C(=O)(O)[O-].[Na+], predict the reaction product. The product is: [CH3:11][O:12][C:13]1[CH:14]=[C:15]2[C:20](=[CH:21][C:22]=1[O:23][CH3:24])[N:19]=[CH:18][CH:17]=[C:16]2[O:25][C:26]1[CH:31]=[CH:30][C:29]([NH:32][C:33]([NH:10][CH2:9][CH2:8][NH:7][C:1]2[CH:6]=[CH:5][CH:4]=[CH:3][CH:2]=2)=[O:34])=[CH:28][C:27]=1[F:42]. (3) Given the reactants [NH2:1][CH:2]1[CH2:7][CH2:6][N:5]([CH2:8][CH2:9][N:10]2[C:15]3[CH:16]=[C:17]([CH3:20])[CH:18]=[CH:19][C:14]=3[O:13][CH2:12][C:11]2=[O:21])[CH2:4][CH2:3]1.[O:22]1[C:31]2[CH:30]=[C:29]([CH:32]=O)[N:28]=[CH:27][C:26]=2[O:25][CH2:24][CH2:23]1.C([BH3-])#N.[Na+], predict the reaction product. The product is: [O:22]1[C:31]2[CH:30]=[C:29]([CH2:32][NH:1][CH:2]3[CH2:7][CH2:6][N:5]([CH2:8][CH2:9][N:10]4[C:15]5[CH:16]=[C:17]([CH3:20])[CH:18]=[CH:19][C:14]=5[O:13][CH2:12][C:11]4=[O:21])[CH2:4][CH2:3]3)[N:28]=[CH:27][C:26]=2[O:25][CH2:24][CH2:23]1. (4) The product is: [CH3:1][C:2]1[N:6]([CH3:7])[C:5]2[CH:8]=[C:9]([C:22]([N:47]3[CH2:52][CH2:51][O:50][CH2:49][CH2:48]3)=[O:24])[C:10]3[CH2:11][CH2:12][CH:13]([C:16]4[CH:21]=[CH:20][CH:19]=[CH:18][CH:17]=4)[O:14][C:15]=3[C:4]=2[N:3]=1. Given the reactants [CH3:1][C:2]1[N:6]([CH3:7])[C:5]2[CH:8]=[C:9]([C:22]([OH:24])=O)[C:10]3[CH2:11][CH2:12][CH:13]([C:16]4[CH:21]=[CH:20][CH:19]=[CH:18][CH:17]=4)[O:14][C:15]=3[C:4]=2[N:3]=1.F[B-](F)(F)F.N1(OC(N(C)C)=[N+](C)C)C2C=CC=CC=2N=N1.[NH:47]1[CH2:52][CH2:51][O:50][CH2:49][CH2:48]1.O, predict the reaction product. (5) Given the reactants Br[C:2]1[C:3]([CH3:21])=[C:4]([N:8]2[C:17](=[O:18])[C:16]3[C:11](=[CH:12][CH:13]=[CH:14][CH:15]=3)[N:10]([CH3:19])[C:9]2=[O:20])[CH:5]=[CH:6][CH:7]=1.[CH3:22][C:23]1([CH3:39])[C:27]([CH3:29])([CH3:28])[O:26][B:25]([B:25]2[O:26][C:27]([CH3:29])([CH3:28])[C:23]([CH3:39])([CH3:22])[O:24]2)[O:24]1.C([O-])(=O)C.[K+], predict the reaction product. The product is: [CH3:19][N:10]1[C:11]2[C:16](=[CH:15][CH:14]=[CH:13][CH:12]=2)[C:17](=[O:18])[N:8]([C:4]2[CH:5]=[CH:6][CH:7]=[C:2]([B:25]3[O:26][C:27]([CH3:29])([CH3:28])[C:23]([CH3:39])([CH3:22])[O:24]3)[C:3]=2[CH3:21])[C:9]1=[O:20]. (6) The product is: [F:12][C:8]1[CH:9]=[C:10]2[C:5](=[CH:6][CH:7]=1)[N:4]=[C:3]([C:13]([O:15][CH2:16][CH3:17])=[O:14])[C:2]([CH3:18])=[N:11]2. Given the reactants Cl[C:2]1[C:3]([C:13]([O:15][CH2:16][CH3:17])=[O:14])=[N:4][C:5]2[C:10]([N:11]=1)=[CH:9][C:8]([F:12])=[CH:7][CH:6]=2.[CH3:18]B1OB(C)OB(C)O1.C(=O)([O-])[O-].[K+].[K+], predict the reaction product.